Dataset: hERG Central: cardiac toxicity at 1µM, 10µM, and general inhibition. Task: Predict hERG channel inhibition at various concentrations. (1) The compound is O=C(CCC1CCCN(Cc2cccc(Cl)c2)C1)NCc1ccccc1F. Results: hERG_inhib (hERG inhibition (general)): blocker. (2) Results: hERG_inhib (hERG inhibition (general)): blocker. The drug is CCOC(=O)C1(CCCc2ccccc2)CCN(C2CCCC2)CC1. (3) The drug is CCOC(=O)Cc1nnc(NC(=O)CSc2ncc(-c3ccccc3)nn2)s1. Results: hERG_inhib (hERG inhibition (general)): blocker. (4) The compound is CCCN1CCN(C(=O)c2ccc(-c3ccc([N+](=O)[O-])cc3)o2)CC1. Results: hERG_inhib (hERG inhibition (general)): blocker.